Dataset: NCI-60 drug combinations with 297,098 pairs across 59 cell lines. Task: Regression. Given two drug SMILES strings and cell line genomic features, predict the synergy score measuring deviation from expected non-interaction effect. (1) Drug 1: C1CN1P(=S)(N2CC2)N3CC3. Drug 2: C(=O)(N)NO. Cell line: NCI-H226. Synergy scores: CSS=8.64, Synergy_ZIP=-1.99, Synergy_Bliss=-0.0764, Synergy_Loewe=0.696, Synergy_HSA=1.27. (2) Drug 1: C1CCC(C1)C(CC#N)N2C=C(C=N2)C3=C4C=CNC4=NC=N3. Drug 2: CC1CCC2CC(C(=CC=CC=CC(CC(C(=O)C(C(C(=CC(C(=O)CC(OC(=O)C3CCCCN3C(=O)C(=O)C1(O2)O)C(C)CC4CCC(C(C4)OC)O)C)C)O)OC)C)C)C)OC. Cell line: UACC62. Synergy scores: CSS=22.0, Synergy_ZIP=7.26, Synergy_Bliss=11.2, Synergy_Loewe=-13.2, Synergy_HSA=2.93. (3) Drug 1: CC=C1C(=O)NC(C(=O)OC2CC(=O)NC(C(=O)NC(CSSCCC=C2)C(=O)N1)C(C)C)C(C)C. Drug 2: C1=CC=C(C(=C1)C(C2=CC=C(C=C2)Cl)C(Cl)Cl)Cl. Cell line: HL-60(TB). Synergy scores: CSS=35.7, Synergy_ZIP=6.71, Synergy_Bliss=10.2, Synergy_Loewe=-67.4, Synergy_HSA=2.59. (4) Drug 1: COC1=CC(=CC(=C1O)OC)C2C3C(COC3=O)C(C4=CC5=C(C=C24)OCO5)OC6C(C(C7C(O6)COC(O7)C8=CC=CS8)O)O. Drug 2: COC1=NC(=NC2=C1N=CN2C3C(C(C(O3)CO)O)O)N. Cell line: 786-0. Synergy scores: CSS=10.3, Synergy_ZIP=0.573, Synergy_Bliss=-3.30, Synergy_Loewe=-11.1, Synergy_HSA=-1.79.